Dataset: Forward reaction prediction with 1.9M reactions from USPTO patents (1976-2016). Task: Predict the product of the given reaction. (1) Given the reactants [BH4-].[Na+].C([O:5][C:6]([C:8]1[S:9][C:10]([C:19]([F:22])([F:21])[F:20])=[C:11]([C:13]2[CH:18]=[CH:17][CH:16]=[CH:15][CH:14]=2)[N:12]=1)=O)C, predict the reaction product. The product is: [C:13]1([C:11]2[N:12]=[C:8]([CH2:6][OH:5])[S:9][C:10]=2[C:19]([F:22])([F:20])[F:21])[CH:14]=[CH:15][CH:16]=[CH:17][CH:18]=1. (2) The product is: [Cl:8][C:5]1[C:4]([NH:9][S:10]([N:13]2[CH2:18][CH2:17][O:16][CH2:15][CH2:14]2)(=[O:12])=[O:11])=[CH:3][C:2]([N:74]=[C:73]([C:67]2[CH:72]=[CH:71][CH:70]=[CH:69][CH:68]=2)[C:75]2[CH:80]=[CH:79][CH:78]=[CH:77][CH:76]=2)=[CH:7][N:6]=1. Given the reactants Br[C:2]1[CH:3]=[C:4]([NH:9][S:10]([N:13]2[CH2:18][CH2:17][O:16][CH2:15][CH2:14]2)(=[O:12])=[O:11])[C:5]([Cl:8])=[N:6][CH:7]=1.CC1(C)C2C(=C(P(C3C=CC=CC=3)C3C=CC=CC=3)C=CC=2)OC2C(P(C3C=CC=CC=3)C3C=CC=CC=3)=CC=CC1=2.CC([O-])(C)C.[Na+].[C:67]1([C:73]([C:75]2[CH:80]=[CH:79][CH:78]=[CH:77][CH:76]=2)=[NH:74])[CH:72]=[CH:71][CH:70]=[CH:69][CH:68]=1, predict the reaction product. (3) Given the reactants [NH2:1][C:2]1[CH:3]=[C:4]([NH:8][S:9]([C:12]2[CH:17]=[CH:16][CH:15]=[CH:14][CH:13]=2)(=[O:11])=[O:10])[CH:5]=[CH:6][CH:7]=1.[CH3:18][O:19][C:20]1[N:25]=[C:24]([O:26][CH3:27])[C:23]([C:28]2[CH:37]=[C:36]3[C:31]([C:32](Cl)=[C:33]([C:38]([NH2:40])=[O:39])[CH:34]=[N:35]3)=[CH:30][CH:29]=2)=[CH:22][N:21]=1, predict the reaction product. The product is: [CH3:18][O:19][C:20]1[N:25]=[C:24]([O:26][CH3:27])[C:23]([C:28]2[CH:37]=[C:36]3[C:31]([C:32]([NH:1][C:2]4[CH:7]=[CH:6][CH:5]=[C:4]([NH:8][S:9]([C:12]5[CH:13]=[CH:14][CH:15]=[CH:16][CH:17]=5)(=[O:11])=[O:10])[CH:3]=4)=[C:33]([C:38]([NH2:40])=[O:39])[CH:34]=[N:35]3)=[CH:30][CH:29]=2)=[CH:22][N:21]=1. (4) Given the reactants [CH2:1]([O:8][C:9]([NH:11][C@H:12]1[CH2:16][CH2:15][N:14]([C@H:17]2[CH2:22][CH2:21][C@@H:20]([NH:23][C:24](=[O:30])[O:25][C:26]([CH3:29])([CH3:28])[CH3:27])[CH2:19][C@H:18]2[CH2:31]O)[C:13]1=[O:33])=[O:10])[C:2]1[CH:7]=[CH:6][CH:5]=[CH:4][CH:3]=1.[C:34]1([S:40][S:40][C:34]2[CH:39]=[CH:38][CH:37]=[CH:36][CH:35]=2)[CH:39]=[CH:38][CH:37]=[CH:36][CH:35]=1, predict the reaction product. The product is: [CH2:1]([O:8][C:9]([NH:11][C@H:12]1[CH2:16][CH2:15][N:14]([C@H:17]2[CH2:22][CH2:21][C@@H:20]([NH:23][C:24](=[O:30])[O:25][C:26]([CH3:29])([CH3:28])[CH3:27])[CH2:19][C@H:18]2[CH2:31][S:40][C:34]2[CH:39]=[CH:38][CH:37]=[CH:36][CH:35]=2)[C:13]1=[O:33])=[O:10])[C:2]1[CH:7]=[CH:6][CH:5]=[CH:4][CH:3]=1.